Dataset: Forward reaction prediction with 1.9M reactions from USPTO patents (1976-2016). Task: Predict the product of the given reaction. (1) Given the reactants C(=O)([O-])[O-].[K+].[K+].CN(C)C=O.[OH:12][C:13]1[C:25]2[C:24]3[C:19](=[CH:20][CH:21]=[CH:22][CH:23]=3)[NH:18][C:17]=2[CH:16]=[CH:15][CH:14]=1.[CH2:26](Br)[CH:27]=[CH2:28], predict the reaction product. The product is: [CH2:28]([O:12][C:13]1[C:25]2[C:24]3[C:19](=[CH:20][CH:21]=[CH:22][CH:23]=3)[NH:18][C:17]=2[CH:16]=[CH:15][CH:14]=1)[CH:27]=[CH2:26]. (2) Given the reactants [OH:1][CH:2]([C:13]1[CH:18]=[CH:17][CH:16]=[CH:15][C:14]=1[O:19][CH3:20])[CH2:3][O:4][C:5]1[CH:12]=[CH:11][C:8]([CH:9]=O)=[CH:7][CH:6]=1.[S:21]1[CH2:25][C:24](=[O:26])[NH:23][C:22]1=[O:27].N1CCCCC1, predict the reaction product. The product is: [OH:1][CH:2]([C:13]1[CH:18]=[CH:17][CH:16]=[CH:15][C:14]=1[O:19][CH3:20])[CH2:3][O:4][C:5]1[CH:12]=[CH:11][C:8](/[CH:9]=[C:25]2/[C:24](=[O:26])[NH:23][C:22](=[O:27])[S:21]/2)=[CH:7][CH:6]=1. (3) Given the reactants Br[CH2:2][C:3]1[CH:8]=[CH:7][CH:6]=[CH:5][N:4]=1.BrCC1CCCCO1.[NH:17]1[C:25]2[C:20](=[CH:21][CH:22]=[CH:23][CH:24]=2)[C:19]2([C:36]3[C:32]4=[N:33][O:34][N:35]=[C:31]4[CH:30]=[CH:29][C:28]=3[O:27][CH2:26]2)[C:18]1=[O:37], predict the reaction product. The product is: [N:4]1[CH:5]=[CH:6][CH:7]=[CH:8][C:3]=1[CH2:2][N:17]1[C:25]2[C:20](=[CH:21][CH:22]=[CH:23][CH:24]=2)[C:19]2([C:36]3[C:32]4=[N:33][O:34][N:35]=[C:31]4[CH:30]=[CH:29][C:28]=3[O:27][CH2:26]2)[C:18]1=[O:37].